Dataset: Full USPTO retrosynthesis dataset with 1.9M reactions from patents (1976-2016). Task: Predict the reactants needed to synthesize the given product. (1) Given the product [F:31][C:28]1[CH:27]=[CH:26][C:25]([CH2:24][O:23][C:18]2[CH:19]=[CH:20][CH:21]=[CH:22][C:17]=2[C:12]2[N:11]([C:9]3[CH:8]=[N:7][CH:6]=[C:5]([CH:10]=3)[C:4]([OH:32])=[O:3])[C:15]([CH3:16])=[CH:14][CH:13]=2)=[CH:30][CH:29]=1, predict the reactants needed to synthesize it. The reactants are: C([O:3][C:4](=[O:32])[C:5]1[CH:10]=[C:9]([N:11]2[C:15]([CH3:16])=[CH:14][CH:13]=[C:12]2[C:17]2[CH:22]=[CH:21][CH:20]=[CH:19][C:18]=2[O:23][CH2:24][C:25]2[CH:30]=[CH:29][C:28]([F:31])=[CH:27][CH:26]=2)[CH:8]=[N:7][CH:6]=1)C.C(O)C. (2) Given the product [Br:1][C:2]1[CH:3]=[C:4]([NH:5][C:17](=[O:26])/[CH:18]=[CH:19]/[C:20]2[CH:25]=[CH:24][CH:23]=[CH:22][CH:21]=2)[CH:6]=[CH:7][CH:8]=1, predict the reactants needed to synthesize it. The reactants are: [Br:1][C:2]1[CH:3]=[C:4]([CH:6]=[CH:7][CH:8]=1)[NH2:5].N1C(C)=CC=CC=1C.[C:17](Cl)(=[O:26])[CH:18]=[CH:19][C:20]1[CH:25]=[CH:24][CH:23]=[CH:22][CH:21]=1. (3) Given the product [Cl:34][C:13]1[C:12]([C:16]#[C:17][CH2:18][CH2:19][CH2:20][N:21]2[C:29](=[O:30])[C:28]3[C:23](=[CH:24][CH:25]=[CH:26][CH:27]=3)[C:22]2=[O:31])=[CH:11][N:10]=[C:9]([NH:8][C:4]2[CH:5]=[CH:6][CH:7]=[C:2]([F:1])[CH:3]=2)[N:14]=1, predict the reactants needed to synthesize it. The reactants are: [F:1][C:2]1[CH:3]=[C:4]([NH:8][C:9]2[N:14]=[C:13](O)[C:12]([C:16]#[C:17][CH2:18][CH2:19][CH2:20][N:21]3[C:29](=[O:30])[C:28]4[C:23](=[CH:24][CH:25]=[CH:26][CH:27]=4)[C:22]3=[O:31])=[CH:11][N:10]=2)[CH:5]=[CH:6][CH:7]=1.P(Cl)(Cl)([Cl:34])=O. (4) Given the product [Br:6][C:7]1[C:15]2[N:14]=[C:13]3[N:16]([C:20]4[CH:25]=[CH:24][C:23]([Cl:26])=[CH:22][C:21]=4[Cl:27])[CH2:17][CH2:18][CH2:19][N:12]3[C:11]=2[C:10]([C:28]([CH:34]2[CH2:35][CH2:36]2)([CH:1]2[CH2:3][CH2:2]2)[OH:29])=[CH:9][CH:8]=1, predict the reactants needed to synthesize it. The reactants are: [CH:1]1([Mg]Br)[CH2:3][CH2:2]1.[Br:6][C:7]1[CH:8]=[CH:9][C:10]([C:28](OC)=[O:29])=[C:11]2[C:15]=1[N:14]=[C:13]1[N:16]([C:20]3[CH:25]=[CH:24][C:23]([Cl:26])=[CH:22][C:21]=3[Cl:27])[CH2:17][CH2:18][CH2:19][N:12]21.O1[CH2:36][CH2:35][CH2:34]C1. (5) Given the product [CH3:24][N:12]1[C:13]2[C:14]([C:20]([F:23])([F:22])[F:21])=[CH:15][C:16]([O:19][CH2:28][C:29]3[CH:34]=[CH:33][N:32]=[CH:31][CH:30]=3)=[CH:17][C:18]=2[C@@H:10]2[CH2:9][NH:8][CH2:26][CH2:25][C@H:11]12, predict the reactants needed to synthesize it. The reactants are: C(OC([N:8]1[CH2:26][CH2:25][C@@H:11]2[N:12]([CH3:24])[C:13]3[C:14]([C:20]([F:23])([F:22])[F:21])=[CH:15][C:16]([OH:19])=[CH:17][C:18]=3[C@@H:10]2[CH2:9]1)=O)(C)(C)C.Br[CH2:28][C:29]1[CH:34]=[CH:33][N:32]=[CH:31][CH:30]=1.C([O-])([O-])=O.[K+].[K+]. (6) Given the product [CH2:33]([C:30]1[CH:29]=[N:28][C:27]([N:21]2[CH2:20][CH2:19][CH:18]([C:14]3[CH:15]=[CH:16][CH:17]=[C:12]([O:11][CH2:10][C:9]4[CH:8]=[CH:7][C:6]([S:3]([CH3:2])(=[O:5])=[O:4])=[CH:25][CH:24]=4)[CH:13]=3)[CH2:23][CH2:22]2)=[N:32][CH:31]=1)[CH3:34], predict the reactants needed to synthesize it. The reactants are: Cl.[CH3:2][S:3]([C:6]1[CH:25]=[CH:24][C:9]([CH2:10][O:11][C:12]2[CH:13]=[C:14]([CH:18]3[CH2:23][CH2:22][NH:21][CH2:20][CH2:19]3)[CH:15]=[CH:16][CH:17]=2)=[CH:8][CH:7]=1)(=[O:5])=[O:4].Cl[C:27]1[N:32]=[CH:31][C:30]([CH2:33][CH3:34])=[CH:29][N:28]=1. (7) Given the product [F:1][C:2]1[CH:3]=[C:4]([CH:15]=[CH:16][CH:17]=1)[CH2:5][O:6][C:7]1[CH:8]=[CH:9][C:10]([C:13]([OH:18])=[O:14])=[N:11][CH:12]=1, predict the reactants needed to synthesize it. The reactants are: [F:1][C:2]1[CH:3]=[C:4]([CH:15]=[CH:16][CH:17]=1)[CH2:5][O:6][C:7]1[CH:8]=[CH:9][C:10]([CH:13]=[O:14])=[N:11][CH:12]=1.[OH:18]O. (8) Given the product [CH3:27][O:26][CH:25]([O:28][CH3:29])[CH2:24][CH2:23][N:12]1[CH:13]=[C:8]([C:6]2[N:7]=[C:3]([CH3:2])[S:4][CH:5]=2)[C:9](=[O:15])[NH:10][C:11]1=[O:14], predict the reactants needed to synthesize it. The reactants are: Cl.[CH3:2][C:3]1[S:4][CH:5]=[C:6]([C:8]2[C:9](=[O:15])[NH:10][C:11](=[O:14])[NH:12][CH:13]=2)[N:7]=1.C([O-])([O-])=O.[K+].[K+].Br[CH2:23][CH2:24][CH:25]([O:28][CH3:29])[O:26][CH3:27].Cl. (9) The reactants are: [NH2:1][C:2]1[CH:7]=[CH:6][N:5]=[C:4]([Cl:8])[CH:3]=1.C(N(CC)CC)C.[C:16]([O:20][C:21](O[C:21]([O:20][C:16]([CH3:19])([CH3:18])[CH3:17])=[O:22])=[O:22])([CH3:19])([CH3:18])[CH3:17]. Given the product [C:21]([N:5]1[CH:6]=[CH:7][C:2]([NH2:1])=[CH:3][CH:4]1[Cl:8])([O:20][C:16]([CH3:19])([CH3:18])[CH3:17])=[O:22], predict the reactants needed to synthesize it. (10) Given the product [C:20]([O:24][C:1](=[O:2])[NH:5][C:6]1[CH:11]=[CH:10][CH:9]=[C:8]([CH3:12])[N:7]=1)([CH3:23])([CH3:22])[CH3:21], predict the reactants needed to synthesize it. The reactants are: [C:1](Cl)(Cl)=[O:2].[NH2:5][C:6]1[CH:11]=[CH:10][CH:9]=[C:8]([CH3:12])[N:7]=1.C(N(CC)CC)C.[C:20]([OH:24])([CH3:23])([CH3:22])[CH3:21].[OH-].[Na+].